This data is from Reaction yield outcomes from USPTO patents with 853,638 reactions. The task is: Predict the reaction yield, written as a fraction of the theoretical maximum amount of product (1.0 means a 100% yield; for example, 0.34 means a 34% yield). (1) The reactants are [CH3:1][O:2][C:3]1[C:8]2[O:9][C:10]3[C:11]4[CH:12]([CH2:13][NH:14][CH2:15][C:16]=4[CH:17]=[CH:18][CH:19]=3)[C:7]=2[CH:6]=[CH:5][C:4]=1[O:20][CH3:21].C(=O)([O-])[O-].[K+].[K+].[CH2:28](Br)[CH:29]=[CH2:30]. The catalyst is CC(C)=O. The product is [CH2:30]([N:14]1[CH2:13][CH:12]2[C:7]3[CH:6]=[CH:5][C:4]([O:20][CH3:21])=[C:3]([O:2][CH3:1])[C:8]=3[O:9][C:10]3[C:11]2=[C:16]([CH:17]=[CH:18][CH:19]=3)[CH2:15]1)[CH:29]=[CH2:28]. The yield is 0.710. (2) The reactants are [CH3:1][O:2][C:3]1[CH:4]=[C:5]2[C:10](=[CH:11][C:12]=1[O:13][CH3:14])[N:9]=[CH:8][N:7]=[C:6]2[O:15][C:16]1[CH:17]=[C:18]([CH:20]=[CH:21][CH:22]=1)[NH2:19].[CH:23]([C:26]1[CH:30]=[C:29]([NH:31][C:32](=O)[O:33]C2C=CC=CC=2)[N:28]([C:41]2[CH:42]=[N:43][CH:44]=[CH:45][CH:46]=2)[N:27]=1)([CH3:25])[CH3:24]. The catalyst is C1COCC1.CN(C1C=CN=CC=1)C. The product is [CH3:1][O:2][C:3]1[CH:4]=[C:5]2[C:10](=[CH:11][C:12]=1[O:13][CH3:14])[N:9]=[CH:8][N:7]=[C:6]2[O:15][C:16]1[CH:17]=[C:18]([NH:19][C:32]([NH:31][C:29]2[N:28]([C:41]3[CH:42]=[N:43][CH:44]=[CH:45][CH:46]=3)[N:27]=[C:26]([CH:23]([CH3:25])[CH3:24])[CH:30]=2)=[O:33])[CH:20]=[CH:21][CH:22]=1. The yield is 0.580. (3) The reactants are [CH3:1][O:2][C:3]1[CH:10]=[CH:9][C:6]([CH:7]=[O:8])=[CH:5][C:4]=1[N+:11]([O-:13])=[O:12].[CH2:14](O)[CH2:15][OH:16]. The catalyst is C1(C)C=CC=CC=1.CC(C1CCC2C(=CCC3C(C(O)=O)(C)CCCC32C)C=1)C. The product is [CH3:1][O:2][C:3]1[CH:10]=[CH:9][C:6]([CH:7]2[O:16][CH2:15][CH2:14][O:8]2)=[CH:5][C:4]=1[N+:11]([O-:13])=[O:12]. The yield is 1.00. (4) The reactants are [NH2:1][C:2]1[CH:10]=[CH:9][C:8]([Br:11])=[CH:7][C:3]=1[C:4]([OH:6])=O.O=S(Cl)Cl.[Cl:16][C:17]1[CH:23]=[CH:22][CH:21]=[CH:20][C:18]=1[NH2:19].C(Cl)(Cl)Cl. The catalyst is C1C=CC=CC=1. The product is [NH2:1][C:2]1[CH:10]=[CH:9][C:8]([Br:11])=[CH:7][C:3]=1[C:4]([NH:19][C:18]1[CH:20]=[CH:21][CH:22]=[CH:23][C:17]=1[Cl:16])=[O:6]. The yield is 0.200. (5) The reactants are Br[C:2]1[CH:3]=[C:4]([N:13]2[CH2:18][CH2:17][O:16][CH2:15][CH2:14]2)[C:5]([O:8][CH2:9][CH:10]([F:12])[F:11])=[N:6][CH:7]=1.[CH3:19][C:20]1[N:25]=[CH:24][C:23]([NH2:26])=[CH:22][C:21]=1B1OC(C)(C)C(C)(C)O1. The catalyst is COCCOC.C([O-])([O-])=O.[Na+].[Na+].C1C=CC(P(C2C=CC=CC=2)[C-]2C=CC=C2)=CC=1.C1C=CC(P(C2C=CC=CC=2)[C-]2C=CC=C2)=CC=1.Cl[Pd]Cl.[Fe+2].C(Cl)Cl. The product is [F:11][CH:10]([F:12])[CH2:9][O:8][C:5]1[N:6]=[CH:7][C:2]([C:21]2[C:20]([CH3:19])=[N:25][CH:24]=[C:23]([NH2:26])[CH:22]=2)=[CH:3][C:4]=1[N:13]1[CH2:18][CH2:17][O:16][CH2:15][CH2:14]1. The yield is 0.790. (6) The reactants are I[C:2]1[N:9]2[C:5]([S:6][C:7]([C:10]3[CH:11]=[N:12][C:13]([CH3:16])=[CH:14][CH:15]=3)=[N:8]2)=[N:4][CH:3]=1.CC1(C)C(C)(C)OB([C:25]2[CH:26]=[C:27]([C:32]([F:35])([F:34])[F:33])[C:28]([NH2:31])=[N:29][CH:30]=2)O1.C([O-])([O-])=O.[Na+].[Na+]. The catalyst is O1CCOCC1.Cl[Pd](Cl)([P](C1C=CC=CC=1)(C1C=CC=CC=1)C1C=CC=CC=1)[P](C1C=CC=CC=1)(C1C=CC=CC=1)C1C=CC=CC=1. The product is [CH3:16][C:13]1[N:12]=[CH:11][C:10]([C:7]2[S:6][C:5]3=[N:4][CH:3]=[C:2]([C:25]4[CH:26]=[C:27]([C:32]([F:35])([F:34])[F:33])[C:28]([NH2:31])=[N:29][CH:30]=4)[N:9]3[N:8]=2)=[CH:15][CH:14]=1. The yield is 0.0200. (7) The reactants are [C:1]([O:5][C:6]([NH:8][NH:9][C@H:10]([C:14]([CH3:17])([CH3:16])[CH3:15])[CH2:11][CH2:12][CH3:13])=[O:7])([CH3:4])([CH3:3])[CH3:2].C([O-])([O-])=O.[K+].[K+].[CH3:24][C:25]1[CH:26]=[C:27]([CH:31]=[C:32]([CH3:34])[CH:33]=1)[C:28](Cl)=[O:29]. The catalyst is C(Cl)Cl.O. The product is [C:1]([O:5][C:6]([NH:8][N:9]([C@H:10]([C:14]([CH3:16])([CH3:15])[CH3:17])[CH2:11][CH2:12][CH3:13])[C:28](=[O:29])[C:27]1[CH:31]=[C:32]([CH3:34])[CH:33]=[C:25]([CH3:24])[CH:26]=1)=[O:7])([CH3:4])([CH3:3])[CH3:2]. The yield is 0.195.